Predict the product of the given reaction. From a dataset of Forward reaction prediction with 1.9M reactions from USPTO patents (1976-2016). (1) Given the reactants [Br:1][C:2]1[CH:11]=[CH:10][C:5]([C:6](=[N:8][OH:9])[NH2:7])=[CH:4][CH:3]=1.CO[C:14](OC)(N(C)C)[CH3:15].O.C(OCC)(=O)C, predict the reaction product. The product is: [Br:1][C:2]1[CH:11]=[CH:10][C:5]([C:6]2[N:7]=[C:14]([CH3:15])[O:9][N:8]=2)=[CH:4][CH:3]=1. (2) Given the reactants [F:1][C:2]1[CH:3]=[C:4]([CH:22]=[CH:23][C:24]=1[F:25])[O:5][CH:6]1[CH2:11][CH2:10][N:9]([CH2:12][CH2:13][N:14](C)[C:15](=O)C(F)(F)F)[CH2:8][CH2:7]1.[OH-].[Na+], predict the reaction product. The product is: [F:1][C:2]1[CH:3]=[C:4]([CH:22]=[CH:23][C:24]=1[F:25])[O:5][CH:6]1[CH2:7][CH2:8][N:9]([CH2:12][CH2:13][NH:14][CH3:15])[CH2:10][CH2:11]1. (3) Given the reactants [OH:1][C@H:2]1[CH2:6][N:5](C(OC(C)(C)C)=O)[C@H:4]([C:14](=[O:29])[NH:15][CH2:16][C:17]2[CH:22]=[CH:21][C:20]([C:23]3[S:27][CH:26]=[N:25][C:24]=3[CH3:28])=[CH:19][CH:18]=2)[CH2:3]1.C(Cl)[Cl:31].Cl.O1CCOCC1, predict the reaction product. The product is: [ClH:31].[OH:1][C@H:2]1[CH2:6][NH:5][C@H:4]([C:14]([NH:15][CH2:16][C:17]2[CH:18]=[CH:19][C:20]([C:23]3[S:27][CH:26]=[N:25][C:24]=3[CH3:28])=[CH:21][CH:22]=2)=[O:29])[CH2:3]1. (4) Given the reactants C(O)(=O)/C=[CH:3]\[C:4](O)=[O:5].[C:9]([O:12][CH2:13][CH3:14])(=[O:11])[CH3:10], predict the reaction product. The product is: [CH2:4]([OH:5])[CH3:3].[C:9]([O:12][CH2:13][CH3:14])(=[O:11])[CH3:10]. (5) Given the reactants Cl[C:2]1[N:11]=[C:10](Cl)[C:9]2[C:4](=[CH:5][CH:6]=[C:7]([CH3:13])[CH:8]=2)[N:3]=1.[CH2:14]([NH2:18])[CH2:15][CH2:16][NH2:17].[S:19]1(=[O:30])[C:25]2[CH:26]=[CH:27][CH:28]=[CH:29][C:24]=2[CH2:23][NH:22][CH2:21][CH2:20]1, predict the reaction product. The product is: [CH3:13][C:7]1[CH:8]=[C:9]2[C:4](=[CH:5][CH:6]=1)[N:3]=[C:2]([N:22]1[CH2:23][C:24]3[CH:29]=[CH:28][CH:27]=[CH:26][C:25]=3[S:19](=[O:30])[CH2:20][CH2:21]1)[N:11]=[C:10]2[NH:17][CH2:16][CH2:15][CH2:14][NH2:18]. (6) Given the reactants [CH3:1][N:2]([CH3:6])[CH2:3][C:4]#[CH:5].Br[C:8]1[CH:9]=[C:10]2[C:14](=[C:15]([Cl:17])[CH:16]=1)[C:13](=[O:18])[N:12]([CH2:19][C:20]1[CH:25]=[CH:24][C:23]([O:26][C:27]3[CH:32]=[CH:31][CH:30]=[CH:29][CH:28]=3)=[CH:22][CH:21]=1)[CH2:11]2.C(Cl)(Cl)Cl.CO, predict the reaction product. The product is: [Cl:17][C:15]1[CH:16]=[C:8]([C:5]#[C:4][CH2:3][N:2]([CH3:6])[CH3:1])[CH:9]=[C:10]2[C:14]=1[C:13](=[O:18])[N:12]([CH2:19][C:20]1[CH:21]=[CH:22][C:23]([O:26][C:27]3[CH:28]=[CH:29][CH:30]=[CH:31][CH:32]=3)=[CH:24][CH:25]=1)[CH2:11]2. (7) Given the reactants [NH2:1][C:2]1[CH:10]=[C:9]2[C:5]([CH2:6][O:7][C:8]2=[C:11]2[C:19]3[C:14](=[CH:15][CH:16]=[CH:17][CH:18]=3)[NH:13][C:12]2=[O:20])=[CH:4][CH:3]=1.[CH:21](=O)[CH3:22].[C:24](O[BH-](OC(=O)C)OC(=O)C)(=O)[CH3:25].[Na+], predict the reaction product. The product is: [CH2:21]([NH:1][C:2]1[CH:10]=[C:9]2[C:5]([CH2:6][O:7][C:8]2=[C:11]2[C:19]3[C:14](=[CH:15][CH:16]=[CH:17][CH:18]=3)[NH:13][C:12]2=[O:20])=[CH:4][CH:3]=1)[CH3:22].[CH2:24]([N:1]([CH2:21][CH3:22])[C:2]1[CH:10]=[C:9]2[C:5]([CH2:6][O:7][C:8]2=[C:11]2[C:19]3[C:14](=[CH:15][CH:16]=[CH:17][CH:18]=3)[NH:13][C:12]2=[O:20])=[CH:4][CH:3]=1)[CH3:25].